Dataset: Forward reaction prediction with 1.9M reactions from USPTO patents (1976-2016). Task: Predict the product of the given reaction. Given the reactants O.[OH-].[Li+].[Cl:4][C:5]1[CH:27]=[C:26]([C:28]([NH:30][C@@H:31]([C:33]2[C:42]3[C:37](=[CH:38][CH:39]=[CH:40][CH:41]=3)[CH:36]=[CH:35][CH:34]=2)[CH3:32])=[O:29])[CH:25]=[C:24]([Cl:43])[C:6]=1[C:7]([NH:9][C@H:10]([C:20]([O:22]C)=[O:21])[CH2:11][NH:12][C:13]([C:15]1[S:16][CH:17]=[CH:18][CH:19]=1)=[O:14])=[O:8], predict the reaction product. The product is: [Cl:4][C:5]1[CH:27]=[C:26]([C:28]([NH:30][C@@H:31]([C:33]2[C:42]3[C:37](=[CH:38][CH:39]=[CH:40][CH:41]=3)[CH:36]=[CH:35][CH:34]=2)[CH3:32])=[O:29])[CH:25]=[C:24]([Cl:43])[C:6]=1[C:7]([NH:9][C@H:10]([C:20]([OH:22])=[O:21])[CH2:11][NH:12][C:13]([C:15]1[S:16][CH:17]=[CH:18][CH:19]=1)=[O:14])=[O:8].